This data is from NCI-60 drug combinations with 297,098 pairs across 59 cell lines. The task is: Regression. Given two drug SMILES strings and cell line genomic features, predict the synergy score measuring deviation from expected non-interaction effect. Drug 1: CCC1=C2CN3C(=CC4=C(C3=O)COC(=O)C4(CC)O)C2=NC5=C1C=C(C=C5)O. Drug 2: C#CCC(CC1=CN=C2C(=N1)C(=NC(=N2)N)N)C3=CC=C(C=C3)C(=O)NC(CCC(=O)O)C(=O)O. Cell line: SW-620. Synergy scores: CSS=53.3, Synergy_ZIP=-2.83, Synergy_Bliss=-4.44, Synergy_Loewe=-12.0, Synergy_HSA=-1.37.